This data is from Reaction yield outcomes from USPTO patents with 853,638 reactions. The task is: Predict the reaction yield, written as a fraction of the theoretical maximum amount of product (1.0 means a 100% yield; for example, 0.34 means a 34% yield). (1) The reactants are [NH2:1][C@@H:2]([CH3:5])[CH2:3][OH:4].C(N(CC)CC)C.[C:13](O[C:13]([O:15][C:16]([CH3:19])([CH3:18])[CH3:17])=[O:14])([O:15][C:16]([CH3:19])([CH3:18])[CH3:17])=[O:14]. The catalyst is C1COCC1. The product is [C:16]([O:15][C:13](=[O:14])[NH:1][C@@H:2]([CH3:5])[CH2:3][OH:4])([CH3:19])([CH3:18])[CH3:17]. The yield is 0.950. (2) The reactants are [NH2:1][C:2]1[CH:3]=[C:4]([C:8]2([C:13]#[N:14])[CH2:12][CH2:11][CH2:10][CH2:9]2)[CH:5]=[CH:6][CH:7]=1.[CH3:15][O:16][C:17]1[CH:18]=[C:19]([CH:23]=[CH:24][C:25]=1[O:26][CH3:27])[C:20](Cl)=[O:21].C(N(CC)CC)C. No catalyst specified. The product is [C:13]([C:8]1([C:4]2[CH:3]=[C:2]([NH:1][C:20](=[O:21])[C:19]3[CH:23]=[CH:24][C:25]([O:26][CH3:27])=[C:17]([O:16][CH3:15])[CH:18]=3)[CH:7]=[CH:6][CH:5]=2)[CH2:12][CH2:11][CH2:10][CH2:9]1)#[N:14]. The yield is 0.440. (3) The reactants are [C:1]1([CH:7]([CH3:11])[CH2:8][CH:9]=O)[CH:6]=[CH:5][CH:4]=[CH:3][CH:2]=1.[C:12]([NH:16][OH:17])([CH3:15])([CH3:14])[CH3:13]. The catalyst is C1C=CC=CC=1. The product is [C:12]([N+:16]([O-:17])=[CH:9][CH2:8][CH:7]([C:1]1[CH:6]=[CH:5][CH:4]=[CH:3][CH:2]=1)[CH3:11])([CH3:15])([CH3:14])[CH3:13]. The yield is 0.928. (4) The reactants are [I:1][C:2]1[CH:11]=[N:10][C:5]2[NH:6][CH2:7][CH2:8][NH:9][C:4]=2[CH:3]=1.[C:12](Cl)(=[O:19])[C:13]1[CH:18]=[CH:17][CH:16]=[CH:15][CH:14]=1. No catalyst specified. The product is [I:1][C:2]1[CH:11]=[N:10][C:5]2[NH:6][CH2:7][CH2:8][N:9]([C:12]([C:13]3[CH:18]=[CH:17][CH:16]=[CH:15][CH:14]=3)=[O:19])[C:4]=2[CH:3]=1. The yield is 0.610. (5) The reactants are [CH:1]1([C:4]2[CH:5]=[C:6]([NH:10][C:11]3[O:12][CH2:13][C:14]4[CH:20]=[C:19]([NH2:21])[CH:18]=[CH:17][C:15]=4[N:16]=3)[CH:7]=[CH:8][CH:9]=2)[CH2:3][CH2:2]1.[CH:22]([C:24]1[NH:25][CH:26]=[CH:27][N:28]=1)=O. No catalyst specified. The product is [CH:1]1([C:4]2[CH:5]=[C:6]([NH:10][C:11]3[O:12][CH2:13][C:14]4[CH:20]=[C:19]([NH:21][CH2:22][C:24]5[NH:25][CH:26]=[CH:27][N:28]=5)[CH:18]=[CH:17][C:15]=4[N:16]=3)[CH:7]=[CH:8][CH:9]=2)[CH2:3][CH2:2]1. The yield is 0.390.